From a dataset of Full USPTO retrosynthesis dataset with 1.9M reactions from patents (1976-2016). Predict the reactants needed to synthesize the given product. (1) Given the product [CH3:1][O:2][C:3]([C:5]1[CH:13]=[C:12]2[C:8]([C:9]([CH:39]3[CH2:40][CH2:41][CH2:42][CH2:43][CH2:44]3)=[C:10]([C:22]3[CH:23]=[C:24]4[C:29](=[CH:30][CH:31]=3)[N:28]=[C:27]([C:32]3[S:36][C:35]([CH3:37])=[N:34][C:33]=3[CH3:38])[CH:26]=[CH:25]4)[N:11]2[CH2:14][C:15]([OH:17])=[O:16])=[CH:7][CH:6]=1)=[O:4], predict the reactants needed to synthesize it. The reactants are: [CH3:1][O:2][C:3]([C:5]1[CH:13]=[C:12]2[C:8]([C:9]([CH:39]3[CH2:44][CH2:43][CH2:42][CH2:41][CH2:40]3)=[C:10]([C:22]3[CH:23]=[C:24]4[C:29](=[CH:30][CH:31]=3)[N:28]=[C:27]([C:32]3[S:36][C:35]([CH3:37])=[N:34][C:33]=3[CH3:38])[CH:26]=[CH:25]4)[N:11]2[CH2:14][C:15]([O:17]C(C)(C)C)=[O:16])=[CH:7][CH:6]=1)=[O:4].COC(C1C=C2C(C(C3CCCCC3)=C(Br)N2CC(O)=O)=CC=1)=O. (2) Given the product [F:1][C:2]1[C:10]([F:11])=[CH:9][C:5]([C:6]([O:8][CH3:20])=[O:7])=[C:4]([N+:12]([O-:14])=[O:13])[CH:3]=1, predict the reactants needed to synthesize it. The reactants are: [F:1][C:2]1[C:10]([F:11])=[CH:9][C:5]([C:6]([OH:8])=[O:7])=[C:4]([N+:12]([O-:14])=[O:13])[CH:3]=1.OS(O)(=O)=O.[CH3:20]O.